This data is from Forward reaction prediction with 1.9M reactions from USPTO patents (1976-2016). The task is: Predict the product of the given reaction. Given the reactants [F:1][C:2]([F:12])([F:11])[C:3]1[CH:10]=[CH:9][C:6]([C:7]#[N:8])=[CH:5][CH:4]=1.[CH2:13]([Mg]Br)[CH3:14].B(F)(F)F.CCOCC, predict the reaction product. The product is: [F:1][C:2]([F:11])([F:12])[C:3]1[CH:10]=[CH:9][C:6]([C:7]2([NH2:8])[CH2:14][CH2:13]2)=[CH:5][CH:4]=1.